From a dataset of Forward reaction prediction with 1.9M reactions from USPTO patents (1976-2016). Predict the product of the given reaction. (1) Given the reactants [C:1]1([S:7][C:8]2[CH:29]=[CH:28][C:11]([CH2:12][NH:13][C:14]([C:16]3[CH:21]=[C:20]([NH2:22])[C:19]([C:23]#[N:24])=[C:18]([O:25][CH2:26][CH3:27])[N:17]=3)=[O:15])=[CH:10][CH:9]=2)[CH:6]=[CH:5][CH:4]=[CH:3][CH:2]=1.C(O)(=[O:32])C.OO.O, predict the reaction product. The product is: [C:1]1([S:7]([C:8]2[CH:9]=[CH:10][C:11]([CH2:12][NH:13][C:14]([C:16]3[CH:21]=[C:20]([NH2:22])[C:19]([C:23]#[N:24])=[C:18]([O:25][CH2:26][CH3:27])[N:17]=3)=[O:15])=[CH:28][CH:29]=2)=[O:32])[CH:2]=[CH:3][CH:4]=[CH:5][CH:6]=1. (2) Given the reactants [C:1]([O:5][C:6]([N:8]1[CH2:13][CH2:12][CH:11]([N:14]([C:22]([O:24][C:25]([CH3:28])([CH3:27])[CH3:26])=[O:23])[C:15]2[CH:20]=[CH:19][C:18]([OH:21])=[CH:17][N:16]=2)[CH2:10][CH2:9]1)=[O:7])([CH3:4])([CH3:3])[CH3:2].C(=O)([O-])[O-].[K+].[K+].Br[CH2:36][C:37]#[N:38], predict the reaction product. The product is: [C:1]([O:5][C:6]([N:8]1[CH2:13][CH2:12][CH:11]([N:14]([C:22]([O:24][C:25]([CH3:28])([CH3:27])[CH3:26])=[O:23])[C:15]2[CH:20]=[CH:19][C:18]([O:21][CH2:36][C:37]#[N:38])=[CH:17][N:16]=2)[CH2:10][CH2:9]1)=[O:7])([CH3:4])([CH3:3])[CH3:2]. (3) Given the reactants [F:1][C:2]([F:30])([F:29])[O:3][C:4]1[CH:9]=[CH:8][C:7]([C:10]2[CH:15]=[C:14]([C:16]#[N:17])[CH:13]=[C:12]([C:18]3[CH:23]=[CH:22][C:21]([O:24][C:25]([F:28])([F:27])[F:26])=[CH:20][CH:19]=3)[N:11]=2)=[CH:6][CH:5]=1.[H-].[H-].[H-].[H-].[Li+].[Al+3], predict the reaction product. The product is: [F:30][C:2]([F:1])([F:29])[O:3][C:4]1[CH:9]=[CH:8][C:7]([C:10]2[CH:15]=[C:14]([CH2:16][NH2:17])[CH:13]=[C:12]([C:18]3[CH:23]=[CH:22][C:21]([O:24][C:25]([F:28])([F:26])[F:27])=[CH:20][CH:19]=3)[N:11]=2)=[CH:6][CH:5]=1. (4) The product is: [CH2:21]([N:11]1[C:12]2[C:7](=[C:6]([OH:35])[C:5]([C:3]([NH:36][CH2:37][C:38]([OH:40])=[O:39])=[O:2])=[N:14][C:13]=2[C:15]2[CH:20]=[CH:19][CH:18]=[CH:17][CH:16]=2)[CH:8]=[C:9]([C:29]2[CH:30]=[CH:31][CH:32]=[CH:33][CH:34]=2)[C:10]1=[O:28])[C:22]1[CH:27]=[CH:26][CH:25]=[CH:24][CH:23]=1. Given the reactants C[O:2][C:3]([C:5]1[C:6]([OH:35])=[C:7]2[C:12](=[C:13]([C:15]3[CH:20]=[CH:19][CH:18]=[CH:17][CH:16]=3)[N:14]=1)[N:11]([CH2:21][C:22]1[CH:27]=[CH:26][CH:25]=[CH:24][CH:23]=1)[C:10](=[O:28])[C:9]([C:29]1[CH:34]=[CH:33][CH:32]=[CH:31][CH:30]=1)=[CH:8]2)=O.[NH2:36][CH2:37][C:38]([OH:40])=[O:39].C[O-].[Na+], predict the reaction product. (5) Given the reactants [Cl:1][C:2]1[CH:7]=[C:6]([Cl:8])[CH:5]=[C:4]([Cl:9])[C:3]=1Br.[CH3:11][O:12][C:13]1[CH:18]=[CH:17][CH:16]=[CH:15][C:14]=1B(O)O.C(=O)([O-])[O-].[K+].[K+].CC1C=CC(S(OCC2CC3C(C4C=CC=CC=4)=CC=CC=3O2)(=O)=O)=CC=1, predict the reaction product. The product is: [CH3:11][O:12][C:13]1[C:14]([C:3]2[C:2]([Cl:1])=[CH:7][C:6]([Cl:8])=[CH:5][C:4]=2[Cl:9])=[CH:15][CH:16]=[CH:17][CH:18]=1.